This data is from Catalyst prediction with 721,799 reactions and 888 catalyst types from USPTO. The task is: Predict which catalyst facilitates the given reaction. Reactant: C(Cl)(=O)C(Cl)=O.CS(C)=O.[CH3:11][O:12][CH2:13][CH2:14]O.C(N(CC)CC)C.[CH3:23][O:24][C:25](=[O:37])[C:26]1[C:27](=[C:32]([NH2:36])[CH:33]=[CH:34][CH:35]=1)[C:28]([O:30][CH3:31])=[O:29].C(O)(=O)C.C(O[BH-](OC(=O)C)OC(=O)C)(=O)C.[Na+]. Product: [CH3:23][O:24][C:25](=[O:37])[C:26]1[C:27](=[C:32]([NH:36][CH2:14][CH2:13][O:12][CH3:11])[CH:33]=[CH:34][CH:35]=1)[C:28]([O:30][CH3:31])=[O:29]. The catalyst class is: 2.